From a dataset of Experimentally validated miRNA-target interactions with 360,000+ pairs, plus equal number of negative samples. Binary Classification. Given a miRNA mature sequence and a target amino acid sequence, predict their likelihood of interaction. (1) Result: 0 (no interaction). The protein sequence of the target gene is MDDLTLLDLLECPVCFEKLDVTAKVLPCQHTFCKPCLQRIFKAHKELRCPECRTLVFCSIEALPANLLLVRLLDGVRSGQSSWKGGSFRRPRILTLQDNRKAKSSPRSLQASPFRLVPSVRIHMDGVPRAKALCNYRGKNPGDLKFNKGDVILLRRQLDENWYQGEINGVSGIFPASSVEVIKQLPQPPPLCRALYNFDLRDKDKSENQDCLTFLKDDVITVISRVDENWAEGKLGDKVGIFPILFVEPNVSARHLLENKGHQLSRTRHLSLMSSPSRGKATNTSSLRKSPGSRRKGSGQ.... The miRNA is hsa-miR-4281 with sequence GGGUCCCGGGGAGGGGGG. (2) The miRNA is ath-miR172c with sequence AGAAUCUUGAUGAUGCUGCAG. The protein sequence of the target gene is MGSRPRSPSAFPAPWWGQQPGGPGPAKRLRLEEPAGPEPRVAPSLEDPAGTPAVGALTSIVVLAAGCALRVPLDDVDLVLELPPTSILRVSLDGHTLILIPEVLLSSVDERSGAQDDSSAGLEVDVFLGALREDVVVEQEVFCASVPEIAAQEEAYEEDADPEFPELQMDSAAGSAAGLYSSARSMFSPYREGPIPEPCALAPNPSSEGHSPGPFFDPEFRLLEPVPSSPLQPLPPSPRVGSPGPHAHPPLPKRPPCKARRRLFQE. Result: 0 (no interaction).